From a dataset of Reaction yield outcomes from USPTO patents with 853,638 reactions. Predict the reaction yield, written as a fraction of the theoretical maximum amount of product (1.0 means a 100% yield; for example, 0.34 means a 34% yield). (1) The reactants are [O:1]1[C:8]2[CH:7]=[C:6]([C:9]([O:11][CH3:12])=[O:10])[NH:5][C:4]=2[CH:3]=[CH:2]1.C(N(CC)CC)C.[O:20](C(OC(C)(C)C)=O)[C:21]([O:23][C:24]([CH3:27])([CH3:26])[CH3:25])=O.CCOC(C)=O.CCCCCC. The catalyst is C(Cl)Cl.CN(C1C=CN=CC=1)C. The product is [CH3:12][O:11][C:9]([C:6]1[N:5]([C:21]([O:23][C:24]([CH3:27])([CH3:26])[CH3:25])=[O:20])[C:4]2[CH:3]=[CH:2][O:1][C:8]=2[CH:7]=1)=[O:10]. The yield is 0.620. (2) The reactants are Br[C:2]1[CH:3]=[C:4]([N:11]2[CH2:16][CH2:15][N:14]([CH3:17])[CH2:13][CH2:12]2)[CH:5]=[CH:6][C:7]=1[N+:8]([O-:10])=[O:9].CC1(C)C(C)(C)OB([C:26]2[S:27][CH:28]=[CH:29][C:30]=2[CH3:31])O1.C1(C)C=CC=CC=1.C([O-])([O-])=O.[Na+].[Na+]. The catalyst is C1C=CC([P]([Pd]([P](C2C=CC=CC=2)(C2C=CC=CC=2)C2C=CC=CC=2)([P](C2C=CC=CC=2)(C2C=CC=CC=2)C2C=CC=CC=2)[P](C2C=CC=CC=2)(C2C=CC=CC=2)C2C=CC=CC=2)(C2C=CC=CC=2)C2C=CC=CC=2)=CC=1.CCOC(C)=O.C(O)C. The yield is 0.630. The product is [CH3:17][N:14]1[CH2:15][CH2:16][N:11]([C:4]2[CH:5]=[CH:6][C:7]([N+:8]([O-:10])=[O:9])=[C:2]([C:26]3[S:27][CH:28]=[CH:29][C:30]=3[CH3:31])[CH:3]=2)[CH2:12][CH2:13]1. (3) The reactants are [N:1]([CH2:4][CH2:5][O:6][CH2:7][CH2:8][O:9][CH2:10][CH2:11][O:12][CH2:13][CH2:14][O:15][C:16]1[CH:17]=[C:18]([CH:21]=[C:22]([O:26][CH3:27])[C:23]=1[O:24][CH3:25])[CH:19]=[O:20])=[N+:2]=[N-:3].[CH2:28](O)[CH2:29][OH:30].C(=O)(O)[O-].[Na+]. The catalyst is C1(C)C=CC=CC=1.O.C1(C)C=CC(S(O)(=O)=O)=CC=1. The product is [N:1]([CH2:4][CH2:5][O:6][CH2:7][CH2:8][O:9][CH2:10][CH2:11][O:12][CH2:13][CH2:14][O:15][C:16]1[CH:17]=[C:18]([CH:19]2[O:30][CH2:29][CH2:28][O:20]2)[CH:21]=[C:22]([O:26][CH3:27])[C:23]=1[O:24][CH3:25])=[N+:2]=[N-:3]. The yield is 0.800. (4) The reactants are [CH2:1]([N:3]1[C:7]2=[N:8][C:9]([CH2:27][CH3:28])=[C:10]([CH2:19][NH:20][C:21](=[O:26])[CH2:22][C:23](O)=[O:24])[C:11]([NH:12][CH:13]3[CH2:18][CH2:17][O:16][CH2:15][CH2:14]3)=[C:6]2[CH:5]=[N:4]1)[CH3:2].[NH2:29][CH2:30][C:31]1[CH:32]=[C:33]([C:37]2[CH:42]=[CH:41][CH:40]=[C:39]([CH2:43][CH:44]3[CH2:49][CH2:48][N:47](C(OC(C)(C)C)=O)[CH2:46][CH2:45]3)[CH:38]=2)[CH:34]=[CH:35][CH:36]=1.CN(C(ON1N=NC2C=CC=CC1=2)=[N+](C)C)C.F[P-](F)(F)(F)(F)F. The catalyst is C(Cl)Cl. The product is [CH2:1]([N:3]1[C:7]2=[N:8][C:9]([CH2:27][CH3:28])=[C:10]([CH2:19][NH:20][C:21](=[O:26])[CH2:22][C:23]([NH:29][CH2:30][C:31]3[CH:32]=[C:33]([C:37]4[CH:42]=[CH:41][CH:40]=[C:39]([CH2:43][CH:44]5[CH2:49][CH2:48][NH:47][CH2:46][CH2:45]5)[CH:38]=4)[CH:34]=[CH:35][CH:36]=3)=[O:24])[C:11]([NH:12][CH:13]3[CH2:14][CH2:15][O:16][CH2:17][CH2:18]3)=[C:6]2[CH:5]=[N:4]1)[CH3:2]. The yield is 0.252. (5) The reactants are [H-].[Na+].[Br:3][C:4]1[C:15](=[O:16])[NH:14][C:7]2[N:8]=[C:9]([S:12][CH3:13])[N:10]=[CH:11][C:6]=2[CH:5]=1.[CH2:17](Br)[CH3:18]. The catalyst is CN(C)C=O. The product is [Br:3][C:4]1[C:15](=[O:16])[N:14]([CH2:17][CH3:18])[C:7]2[N:8]=[C:9]([S:12][CH3:13])[N:10]=[CH:11][C:6]=2[CH:5]=1. The yield is 0.760.